This data is from Catalyst prediction with 721,799 reactions and 888 catalyst types from USPTO. The task is: Predict which catalyst facilitates the given reaction. (1) Reactant: [F:1][C:2]1[CH:7]=[CH:6][C:5]([C:8]2[O:9][C:10]3[CH:19]=[CH:18][C:17]([OH:20])=[CH:16][C:11]=3[C:12]=2[C:13](O)=[O:14])=[CH:4][CH:3]=1.CN.C1COCC1.C1C=CC2N(O)N=[N:34][C:32]=2C=1.CCN=C=NCCCN(C)C.Cl.C(N(C(C)C)CC)(C)C. Product: [F:1][C:2]1[CH:7]=[CH:6][C:5]([C:8]2[O:9][C:10]3[CH:19]=[CH:18][C:17]([OH:20])=[CH:16][C:11]=3[C:12]=2[C:13]([NH:34][CH3:32])=[O:14])=[CH:4][CH:3]=1. The catalyst class is: 3. (2) Reactant: [NH2:1][C:2]1[O:3][C@H:4]([C:26]([F:29])([F:28])[F:27])[CH2:5][C@:6]([C:9]2[CH:10]=[C:11]([NH:16]C(=O)C3C=CC(Cl)=CN=3)[CH:12]=[N:13][C:14]=2[F:15])([CH3:8])[N:7]=1.[Cl:30][C:31]1[C:32]([C:39]([OH:41])=O)=[N:33][CH:34]=[C:35]([C:37]#[N:38])[CH:36]=1.[Cl-].COC1N=C(OC)N=C([N+]2(C)CCOCC2)N=1. Product: [NH2:1][C:2]1[O:3][C@H:4]([C:26]([F:27])([F:29])[F:28])[CH2:5][C@:6]([C:9]2[CH:10]=[C:11]([NH:16][C:39](=[O:41])[C:32]3[C:31]([Cl:30])=[CH:36][C:35]([C:37]#[N:38])=[CH:34][N:33]=3)[CH:12]=[N:13][C:14]=2[F:15])([CH3:8])[N:7]=1. The catalyst class is: 36.